From a dataset of Peptide-MHC class I binding affinity with 185,985 pairs from IEDB/IMGT. Regression. Given a peptide amino acid sequence and an MHC pseudo amino acid sequence, predict their binding affinity value. This is MHC class I binding data. (1) The peptide sequence is KIAARILSEK. The MHC is HLA-A33:01 with pseudo-sequence HLA-A33:01. The binding affinity (normalized) is 0.131. (2) The binding affinity (normalized) is 0.0847. The MHC is HLA-B27:05 with pseudo-sequence HLA-B27:05. The peptide sequence is YFLRRLALV. (3) The peptide sequence is ALVEICTEM. The MHC is HLA-B07:02 with pseudo-sequence HLA-B07:02. The binding affinity (normalized) is 0. (4) The peptide sequence is SLAAAKKQL. The MHC is HLA-A02:03 with pseudo-sequence HLA-A02:03. The binding affinity (normalized) is 0.407. (5) The peptide sequence is PIQKETWETW. The MHC is HLA-B15:03 with pseudo-sequence HLA-B15:03. The binding affinity (normalized) is 0.186.